Dataset: Forward reaction prediction with 1.9M reactions from USPTO patents (1976-2016). Task: Predict the product of the given reaction. (1) Given the reactants [CH:1]1[CH:6]=[N+:5]([O-])[CH:4]=[C:3]([CH2:8][C:9]#[N:10])[CH:2]=1.P(Cl)(Cl)([Cl:13])=O, predict the reaction product. The product is: [Cl:13][C:4]1[C:3]([CH2:8][C:9]#[N:10])=[CH:2][CH:1]=[CH:6][N:5]=1. (2) Given the reactants [NH2:1][C:2]1[CH:7]=[C:6](Cl)[CH:5]=[CH:4][N:3]=1.Cl.N1C=CC=CC=1.[C:16]1([NH:22][C:23]([N:25]2[C:33]3[C:28](=[CH:29][C:30]([NH2:34])=[CH:31][CH:32]=3)[CH:27]=[CH:26]2)=[O:24])[CH:21]=[CH:20][CH:19]=[CH:18][CH:17]=1, predict the reaction product. The product is: [C:16]1([NH:22][C:23]([N:25]2[C:33]3[C:28](=[CH:29][C:30]([NH:34][C:6]4[CH:5]=[CH:4][N:3]=[C:2]([NH2:1])[CH:7]=4)=[CH:31][CH:32]=3)[CH:27]=[CH:26]2)=[O:24])[CH:17]=[CH:18][CH:19]=[CH:20][CH:21]=1.